This data is from Forward reaction prediction with 1.9M reactions from USPTO patents (1976-2016). The task is: Predict the product of the given reaction. (1) Given the reactants [CH2:1]([O:3][C:4]([C:6]1[CH:11]=[CH:10][C:9]([O:12][CH2:13][C:14]2[C:15]([C:27]3[CH:32]=[CH:31][C:30]([F:33])=[CH:29][CH:28]=3)=[N:16][O:17][C:18]=2/[CH:19]=C/C2C=CC=CC=2)=[CH:8][N:7]=1)=[O:5])[CH3:2].I([O-])(=O)(=O)=[O:35].[Na+].C(OCC)(=O)C.O, predict the reaction product. The product is: [CH2:1]([O:3][C:4]([C:6]1[CH:11]=[CH:10][C:9]([O:12][CH2:13][C:14]2[C:15]([C:27]3[CH:28]=[CH:29][C:30]([F:33])=[CH:31][CH:32]=3)=[N:16][O:17][C:18]=2[CH:19]=[O:35])=[CH:8][N:7]=1)=[O:5])[CH3:2]. (2) Given the reactants [F:1][C:2]([F:6])([F:5])[CH2:3][OH:4].[H-].[Na+].[Cl:9][C:10]1[CH:15]=[C:14](F)[CH:13]=[CH:12][N:11]=1, predict the reaction product. The product is: [Cl:9][C:10]1[CH:15]=[C:14]([O:4][CH2:3][C:2]([F:6])([F:5])[F:1])[CH:13]=[CH:12][N:11]=1. (3) Given the reactants [O:1]1[C:8]2[CH:7]=[C:6]([C:9]([OH:11])=[O:10])[NH:5][C:4]=2[CH:3]=[CH:2]1.[CH:12]1([CH2:18]O)[CH2:17][CH2:16][CH2:15][CH2:14][CH2:13]1, predict the reaction product. The product is: [O:1]1[C:8]2[CH:7]=[C:6]([C:9]([O:11][CH2:18][CH:12]3[CH2:17][CH2:16][CH2:15][CH2:14][CH2:13]3)=[O:10])[NH:5][C:4]=2[CH:3]=[CH:2]1. (4) Given the reactants [C:1]([O:5][C:6]([C@@H:8]([CH2:13][C:14]1[CH:19]=[CH:18][C:17]([C:20]([F:23])([F:22])[F:21])=[CH:16][CH:15]=1)[C:9]([O:11]C)=[O:10])=[O:7])([CH3:4])([CH3:3])[CH3:2].[Li+].[OH-].Cl, predict the reaction product. The product is: [C:1]([O:5][C:6]([C@@H:8]([CH2:13][C:14]1[CH:19]=[CH:18][C:17]([C:20]([F:21])([F:22])[F:23])=[CH:16][CH:15]=1)[C:9]([OH:11])=[O:10])=[O:7])([CH3:4])([CH3:2])[CH3:3]. (5) The product is: [C:1]([C:3]1[NH:20][C:6]2[CH:7]([C:14]([O:16][CH:17]([CH3:18])[CH3:19])=[O:15])[CH2:8][N:9]([C:25](=[O:26])[C:24]3[CH:28]=[CH:29][C:30]([F:31])=[C:22]([F:21])[CH:23]=3)[CH2:10][C:11]([CH3:13])([CH3:12])[C:5]=2[CH:4]=1)#[N:2]. Given the reactants [C:1]([C:3]1[NH:20][C:6]2[CH:7]([C:14]([O:16][CH:17]([CH3:19])[CH3:18])=[O:15])[CH2:8][NH:9][CH2:10][C:11]([CH3:13])([CH3:12])[C:5]=2[CH:4]=1)#[N:2].[F:21][C:22]1[CH:23]=[C:24]([CH:28]=[CH:29][C:30]=1[F:31])[C:25](Cl)=[O:26], predict the reaction product. (6) Given the reactants [CH3:1][O:2][C:3](=[O:30])[CH2:4][CH:5]1[CH2:10][CH2:9][C:8]2([CH2:15][CH2:14][CH:13]([C:16]3[N:21]=[CH:20][C:19]([NH:22][C:23](=[O:29])[C:24]([O:26]CC)=O)=[CH:18][CH:17]=3)[CH2:12][CH2:11]2)[CH2:7][CH2:6]1.O.[NH2:32][NH2:33], predict the reaction product. The product is: [NH:32]([C:24](=[O:26])[C:23]([NH:22][C:19]1[CH:18]=[CH:17][C:16]([CH:13]2[CH2:12][CH2:11][C:8]3([CH2:7][CH2:6][CH:5]([CH2:4][C:3]([O:2][CH3:1])=[O:30])[CH2:10][CH2:9]3)[CH2:15][CH2:14]2)=[N:21][CH:20]=1)=[O:29])[NH2:33]. (7) Given the reactants [NH:1]1[CH2:6][CH2:5][CH:4]([CH2:7][O:8][CH2:9][C:10]([O:12][CH2:13][CH3:14])=[O:11])[CH2:3][CH2:2]1.[C:15](=[O:27])([O:17][C:18]1[CH:23]=[CH:22][C:21]([N+:24]([O-:26])=[O:25])=[CH:20][CH:19]=1)N, predict the reaction product. The product is: [CH2:13]([O:12][C:10](=[O:11])[CH2:9][O:8][CH2:7][CH:4]1[CH2:5][CH2:6][N:1]([C:15]([O:17][C:18]2[CH:19]=[CH:20][C:21]([N+:24]([O-:26])=[O:25])=[CH:22][CH:23]=2)=[O:27])[CH2:2][CH2:3]1)[CH3:14]. (8) Given the reactants [CH3:1][C:2]1[N:7]=[CH:6][C:5]([C:8]([N:10]2[CH2:13][CH:12]([C:14]([N:16]3[CH2:22][CH2:21][CH2:20][NH:19][CH2:18][CH2:17]3)=[O:15])[CH2:11]2)=[O:9])=[CH:4][CH:3]=1.[CH2:23]=O, predict the reaction product. The product is: [CH3:23][N:19]1[CH2:20][CH2:21][CH2:22][N:16]([C:14]([CH:12]2[CH2:13][N:10]([C:8]([C:5]3[CH:6]=[N:7][C:2]([CH3:1])=[CH:3][CH:4]=3)=[O:9])[CH2:11]2)=[O:15])[CH2:17][CH2:18]1. (9) The product is: [CH3:37][C:5]([O:9][C:10]1[CH:11]=[CH:12][C:13]([CH2:16][CH2:17][CH2:18][CH:19]2[CH2:23][N:22]([CH2:24][C:25]3[CH:26]=[CH:27][C:28]([C:31]([F:34])([F:32])[F:33])=[CH:29][CH:30]=3)[C:21](=[O:35])[N:20]2[CH3:36])=[CH:14][CH:15]=1)([CH2:6][CH2:7][CH3:8])[C:4]([OH:38])=[O:3]. Given the reactants C([O:3][C:4](=[O:38])[C:5]([CH3:37])([O:9][C:10]1[CH:15]=[CH:14][C:13]([CH2:16][CH2:17][CH2:18][CH:19]2[CH2:23][N:22]([CH2:24][C:25]3[CH:30]=[CH:29][C:28]([C:31]([F:34])([F:33])[F:32])=[CH:27][CH:26]=3)[C:21](=[O:35])[N:20]2[CH3:36])=[CH:12][CH:11]=1)[CH2:6][CH2:7][CH3:8])C.[OH-].[Na+], predict the reaction product. (10) Given the reactants C(N(CC)CC)C.[C:19]([O:18][C:16](O[C:16]([O:18][C:19]([CH3:22])([CH3:21])[CH3:20])=[O:17])=[O:17])([CH3:22])([CH3:21])[CH3:20].[CH2:23]([O:25][C:26](=[O:35])[CH2:27][CH:28]1[C:33](=[O:34])[NH:32][CH2:31][CH2:30][NH:29]1)[CH3:24], predict the reaction product. The product is: [C:19]([O:18][C:16]([N:29]1[CH2:30][CH2:31][NH:32][C:33](=[O:34])[CH:28]1[CH2:27][C:26]([O:25][CH2:23][CH3:24])=[O:35])=[O:17])([CH3:20])([CH3:21])[CH3:22].